From a dataset of Forward reaction prediction with 1.9M reactions from USPTO patents (1976-2016). Predict the product of the given reaction. (1) Given the reactants [Cl:1][C:2]1[CH:3]=[C:4]([S:9]([NH:12][C:13]2[C:14]([C:19]([OH:21])=O)=[N:15][CH:16]=[CH:17][N:18]=2)(=[O:11])=[O:10])[CH:5]=[CH:6][C:7]=1[Cl:8].[NH:22]1[CH2:27][CH2:26][O:25][CH2:24][CH2:23]1, predict the reaction product. The product is: [Cl:1][C:2]1[CH:3]=[C:4]([S:9]([NH:12][C:13]2[C:14]([C:19]([N:22]3[CH2:27][CH2:26][O:25][CH2:24][CH2:23]3)=[O:21])=[N:15][CH:16]=[CH:17][N:18]=2)(=[O:10])=[O:11])[CH:5]=[CH:6][C:7]=1[Cl:8]. (2) Given the reactants [C:1]([C:3]1[C:12]2[C:7](=[CH:8][CH:9]=[CH:10][CH:11]=2)[C:6](F)=[CH:5][CH:4]=1)#[N:2].[OH:14][CH:15]1[C:20]2([CH3:25])[CH2:21][N:22]([CH3:24])[CH2:23][C:16]1([CH3:26])[CH2:17][NH:18][CH2:19]2, predict the reaction product. The product is: [OH:14][CH:15]1[C:16]2([CH3:26])[CH2:23][N:22]([CH3:24])[CH2:21][C:20]1([CH3:25])[CH2:19][N:18]([C:6]1[C:7]3[C:12](=[CH:11][CH:10]=[CH:9][CH:8]=3)[C:3]([C:1]#[N:2])=[CH:4][CH:5]=1)[CH2:17]2. (3) Given the reactants C([NH:4][CH:5]([C:10]([OH:12])=[O:11])[CH2:6][CH2:7][S:8][CH3:9])(=O)C.N[C@H](C(O)=O)CCSC.C1C=C2C(C(O)(O)C(=O)C2=CC=1)=O, predict the reaction product. The product is: [NH2:4][CH:5]([C:10]([OH:12])=[O:11])[CH2:6][CH2:7][S:8][CH3:9]. (4) Given the reactants [C:1]([NH:5][C:6]1[C:15]2[C:10](=[C:11]([NH2:16])[CH:12]=[CH:13][CH:14]=2)[N:9]=[CH:8][N:7]=1)([CH3:4])([CH3:3])[CH3:2].[Cl:17][C:18]1[CH:26]=[CH:25][C:24]([CH2:27][NH:28][C:29](=[O:34])[C:30]([CH3:33])([CH3:32])[CH3:31])=[CH:23][C:19]=1[C:20](O)=[O:21].S(Cl)(Cl)=O.CCN(C(C)C)C(C)C, predict the reaction product. The product is: [C:1]([NH:5][C:6]1[C:15]2[C:10](=[C:11]([NH:16][C:20](=[O:21])[C:19]3[CH:23]=[C:24]([CH2:27][NH:28][C:29](=[O:34])[C:30]([CH3:31])([CH3:32])[CH3:33])[CH:25]=[CH:26][C:18]=3[Cl:17])[CH:12]=[CH:13][CH:14]=2)[N:9]=[CH:8][N:7]=1)([CH3:4])([CH3:2])[CH3:3]. (5) Given the reactants [CH2:1]=[CH:2][C:3]1[CH:8]=[CH:7][CH:6]=[CH:5][CH:4]=1.[C:9]([O:14][CH2:15][CH2:16][CH2:17][CH3:18])(=[O:13])[C:10]([CH3:12])=[CH2:11], predict the reaction product. The product is: [CH2:1]=[CH:2][C:3]1[CH:8]=[CH:7][CH:6]=[CH:5][CH:4]=1.[C:9]([O:14][CH2:15][CH2:16][CH2:17][CH3:18])(=[O:13])[C:10]([CH3:12])=[CH2:11]. (6) Given the reactants BrC1C=CC2OC3C(=O)NC(C4CCN(C(OC(C)(C)C)=O)CC4)=NC=3C=2C=1.[Br:29][C:30]1[CH:31]=[CH:32][C:33]2[O:37][C:36]([C:38](=[O:40])[NH2:39])=[C:35]([NH:41][C:42]([C:44]3[CH:45]=[C:46]4[C:51](=[CH:52][CH:53]=3)[CH2:50][N:49]([C:54]([O:56][C:57]([CH3:60])([CH3:59])[CH3:58])=[O:55])[CH2:48][CH2:47]4)=O)[C:34]=2[CH:61]=1.BrC1C=CC2OC(C(=O)N)=C(NC(C3CCN(C(OC(C)(C)C)=O)CC3)=O)C=2C=1, predict the reaction product. The product is: [Br:29][C:30]1[CH:31]=[CH:32][C:33]2[O:37][C:36]3[C:38](=[O:40])[NH:39][C:42]([C:44]4[CH:45]=[C:46]5[C:51](=[CH:52][CH:53]=4)[CH2:50][N:49]([C:54]([O:56][C:57]([CH3:60])([CH3:59])[CH3:58])=[O:55])[CH2:48][CH2:47]5)=[N:41][C:35]=3[C:34]=2[CH:61]=1. (7) Given the reactants [CH2:1]([N:8]1[CH2:12][CH2:11][CH:10]([C:13]([C:15]2[CH:16]=[C:17]3[C:21](=[CH:22][CH:23]=2)[NH:20][C:19]([C:24](OCC)=[O:25])=[CH:18]3)=[CH2:14])[CH2:9]1)[C:2]1[CH:7]=[CH:6][CH:5]=[CH:4][CH:3]=1.[F:29][C:30]1[CH:31]=[C:32]([CH:34]=[C:35]([F:37])[CH:36]=1)[NH2:33], predict the reaction product. The product is: [CH2:1]([N:8]1[CH2:12][CH2:11][CH:10]([C:13]([C:15]2[CH:16]=[C:17]3[C:21](=[CH:22][CH:23]=2)[NH:20][C:19]([C:24]([NH:33][C:32]2[CH:31]=[C:30]([F:29])[CH:36]=[C:35]([F:37])[CH:34]=2)=[O:25])=[CH:18]3)=[CH2:14])[CH2:9]1)[C:2]1[CH:7]=[CH:6][CH:5]=[CH:4][CH:3]=1. (8) The product is: [CH3:5][C:4]([SH:6])([CH3:7])[CH2:3][NH:2][C:22]([C:23]1[CH:29]=[CH:28][CH:27]=[CH:26][C:24]=1[C:25]1[CH:15]=[CH:16][CH:17]=[CH:18][C:19]=1[C:20]([OH:31])=[O:21])=[O:30]. Given the reactants Cl.[NH2:2][CH2:3][C:4]([CH3:7])([SH:6])[CH3:5].C(N(CC)CC)C.[CH:15]1[C:25]2[C:24]3[CH:26]=[CH:27][CH:28]=[CH:29][C:23]=3[C:22](=[O:30])[O:21][C:20](=[O:31])[C:19]=2[CH:18]=[CH:17][CH:16]=1.Cl, predict the reaction product.